Dataset: Peptide-MHC class II binding affinity with 134,281 pairs from IEDB. Task: Regression. Given a peptide amino acid sequence and an MHC pseudo amino acid sequence, predict their binding affinity value. This is MHC class II binding data. The peptide sequence is GELQIVDKIDNAFKI. The MHC is DRB1_0101 with pseudo-sequence DRB1_0101. The binding affinity (normalized) is 0.573.